From a dataset of Forward reaction prediction with 1.9M reactions from USPTO patents (1976-2016). Predict the product of the given reaction. (1) Given the reactants [Li]CCCC.[NH:6]1[CH:10]=[CH:9][CH:8]=[CH:7]1.[F:11][C:12]([F:24])([F:23])[C:13]1[CH:18]=[CH:17][C:16]([S:19](Cl)(=[O:21])=[O:20])=[CH:15][CH:14]=1, predict the reaction product. The product is: [F:24][C:12]([F:11])([F:23])[C:13]1[CH:14]=[CH:15][C:16]([S:19]([N:6]2[CH:10]=[CH:9][CH:8]=[CH:7]2)(=[O:21])=[O:20])=[CH:17][CH:18]=1. (2) Given the reactants [Cl:1][C:2]1[S:6][C:5]([C:7]([OH:9])=O)=[CH:4][CH:3]=1.CN1CCOCC1.CN(C(ON1N=NC2C=CC=CC1=2)=[N+](C)C)C.[B-](F)(F)(F)F.Cl.[NH2:40][CH:41]([CH3:46])[C:42]([O:44][CH3:45])=[O:43], predict the reaction product. The product is: [Cl:1][C:2]1[S:6][C:5]([C:7]([NH:40][CH:41]([CH3:46])[C:42]([O:44][CH3:45])=[O:43])=[O:9])=[CH:4][CH:3]=1. (3) Given the reactants C(OC1C=C(C=CC=1)OC1C=C2C(=CC=1)N(C1C=CC(OC(C)C)=CC=1)C(C(O)=O)=C2)(C)C.C([O:36][C:37]([C:39]1[N:40]([C:49]2[CH:54]=[CH:53][C:52]([O:55][CH:56]([CH3:58])[CH3:57])=[CH:51][CH:50]=2)[C:41]2[C:46]([CH:47]=1)=[CH:45][C:44]([OH:48])=[CH:43][CH:42]=2)=[O:38])C.[Cl:59][C:60]1[CH:61]=[C:62](B(O)O)[CH:63]=[C:64]([Cl:66])[CH:65]=1, predict the reaction product. The product is: [Cl:59][C:60]1[CH:61]=[C:62]([CH:63]=[C:64]([Cl:66])[CH:65]=1)[O:48][C:44]1[CH:45]=[C:46]2[C:41](=[CH:42][CH:43]=1)[N:40]([C:49]1[CH:50]=[CH:51][C:52]([O:55][CH:56]([CH3:57])[CH3:58])=[CH:53][CH:54]=1)[C:39]([C:37]([OH:36])=[O:38])=[CH:47]2. (4) Given the reactants Br[CH2:2][C:3]1[CH:4]=[C:5]([CH:9]=[C:10]([O:13][CH3:14])[C:11]=1[Cl:12])[C:6]([O-:8])=[O:7].[Cl:15][C:16]1[N:21]=[CH:20][C:19]([OH:22])=[CH:18][N:17]=1.[C:23]([O-])([O-])=O.[K+].[K+], predict the reaction product. The product is: [Cl:12][C:11]1[C:10]([O:13][CH3:14])=[CH:9][C:5]([C:6]([O:8][CH3:23])=[O:7])=[CH:4][C:3]=1[CH2:2][O:22][C:19]1[CH:18]=[N:17][C:16]([Cl:15])=[N:21][CH:20]=1. (5) Given the reactants [NH2:1][CH2:2][C@@H:3]1[C@H:8]([CH3:9])[CH2:7][CH2:6][CH2:5][N:4]1[C:10]([C:12]1[CH:17]=[C:16]([CH3:18])[CH:15]=[CH:14][C:13]=1[N:19]1[CH:23]=[CH:22][CH:21]=[N:20]1)=[O:11].Br[C:25]1[CH:30]=[CH:29][C:28]([C:31]#[N:32])=[CH:27][N:26]=1, predict the reaction product. The product is: [CH3:9][C@@H:8]1[CH2:7][CH2:6][CH2:5][N:4]([C:10](=[O:11])[C:12]2[CH:17]=[C:16]([CH3:18])[CH:15]=[CH:14][C:13]=2[N:19]2[CH:23]=[CH:22][CH:21]=[N:20]2)[C@@H:3]1[CH2:2][NH:1][C:25]1[CH:30]=[CH:29][C:28]([C:31]#[N:32])=[CH:27][N:26]=1. (6) Given the reactants [Br:1][C:2]1[CH:3]=[C:4]([CH2:8][NH:9][C:10]([C@@H:12]2[CH2:16][C@@H:15]([F:17])[CH2:14][N:13]2C(OC(C)(C)C)=O)=[O:11])[CH:5]=[N:6][CH:7]=1.Cl.O1CCOCC1, predict the reaction product. The product is: [Br:1][C:2]1[CH:3]=[C:4]([CH2:8][NH:9][C:10]([C@@H:12]2[CH2:16][C@@H:15]([F:17])[CH2:14][NH:13]2)=[O:11])[CH:5]=[N:6][CH:7]=1. (7) Given the reactants [C:1]1([C:14]2[CH:19]=[CH:18][CH:17]=[CH:16][CH:15]=2)[CH:6]=[CH:5][C:4]([NH:7][C:8](=[O:13])[CH2:9][C:10]([OH:12])=O)=[CH:3][CH:2]=1.CCN(C(C)C)C(C)C.C1C=CC2N(O)N=NC=2C=1.CCN=C=NCCCN(C)C.Cl.Cl.Cl.[Br:53][C:54]1[CH:59]=[CH:58][CH:57]=[CH:56][C:55]=1[NH:60][CH:61]1[CH2:66][CH2:65][NH:64][CH2:63][CH2:62]1, predict the reaction product. The product is: [C:1]1([C:14]2[CH:19]=[CH:18][CH:17]=[CH:16][CH:15]=2)[CH:2]=[CH:3][C:4]([NH:7][C:8](=[O:13])[CH2:9][C:10]([N:64]2[CH2:63][CH2:62][CH:61]([NH:60][C:55]3[CH:56]=[CH:57][CH:58]=[CH:59][C:54]=3[Br:53])[CH2:66][CH2:65]2)=[O:12])=[CH:5][CH:6]=1. (8) Given the reactants C([O:3][C:4](=[O:30])[CH2:5][C:6]1[CH:11]=[CH:10][C:9]([C:12]#[C:13][C:14]2[CH:15]=[C:16]3[C:21](=[CH:22][CH:23]=2)[CH2:20][N:19]([CH:24]2[CH2:26][CH2:25]2)[CH2:18][C:17]3([CH3:28])[CH3:27])=[CH:8][C:7]=1[F:29])C.CO.O1CCCC1.O.[OH-].[Li+], predict the reaction product. The product is: [CH:24]1([N:19]2[CH2:18][C:17]([CH3:28])([CH3:27])[C:16]3[C:21](=[CH:22][CH:23]=[C:14]([C:13]#[C:12][C:9]4[CH:10]=[CH:11][C:6]([CH2:5][C:4]([OH:30])=[O:3])=[C:7]([F:29])[CH:8]=4)[CH:15]=3)[CH2:20]2)[CH2:26][CH2:25]1. (9) Given the reactants I[C:2]1[N:25]([S:26]([C:29]2[CH:34]=[CH:33][CH:32]=[CH:31][CH:30]=2)(=[O:28])=[O:27])[C:5]2=[N:6][CH:7]=[CH:8][C:9]([C:10]3[CH:11]=[CH:12][C:13]([O:18][CH:19]4[CH2:24][CH2:23][O:22][CH2:21][CH2:20]4)=[C:14]([CH:17]=3)[C:15]#[N:16])=[C:4]2[CH:3]=1.CC1(C)C(C)(C)OB([C:43]2[CH:48]=[CH:47][C:46]([N:49]3[CH2:54][CH2:53][NH:52][CH2:51][CH2:50]3)=[CH:45][CH:44]=2)O1.C([O-])(O)=O.[Na+], predict the reaction product. The product is: [C:29]1([S:26]([N:25]2[C:5]3=[N:6][CH:7]=[CH:8][C:9]([C:10]4[CH:11]=[CH:12][C:13]([O:18][CH:19]5[CH2:24][CH2:23][O:22][CH2:21][CH2:20]5)=[C:14]([CH:17]=4)[C:15]#[N:16])=[C:4]3[CH:3]=[C:2]2[C:43]2[CH:44]=[CH:45][C:46]([N:49]3[CH2:50][CH2:51][NH:52][CH2:53][CH2:54]3)=[CH:47][CH:48]=2)(=[O:28])=[O:27])[CH:34]=[CH:33][CH:32]=[CH:31][CH:30]=1. (10) Given the reactants [CH3:1][C:2]1[NH:3][C:4](=[O:26])[C:5]([CH2:11][C:12]2[CH:17]=[CH:16][C:15]([C:18]3[C:19]([C:24]#[N:25])=[CH:20][CH:21]=[CH:22][CH:23]=3)=[CH:14][CH:13]=2)=[C:6]([CH2:8][CH2:9][CH3:10])[N:7]=1.[CH:27]([O:30][C:31]1[CH:32]=[C:33](B(O)O)[CH:34]=[CH:35][CH:36]=1)([CH3:29])[CH3:28].C(N(CC)CC)C.N1C=CC=CC=1, predict the reaction product. The product is: [CH:27]([O:30][C:31]1[CH:36]=[C:35]([N:3]2[C:4](=[O:26])[C:5]([CH2:11][C:12]3[CH:17]=[CH:16][C:15]([C:18]4[C:19]([C:24]#[N:25])=[CH:20][CH:21]=[CH:22][CH:23]=4)=[CH:14][CH:13]=3)=[C:6]([CH2:8][CH2:9][CH3:10])[N:7]=[C:2]2[CH3:1])[CH:34]=[CH:33][CH:32]=1)([CH3:29])[CH3:28].